This data is from Forward reaction prediction with 1.9M reactions from USPTO patents (1976-2016). The task is: Predict the product of the given reaction. (1) Given the reactants C(N(CC)CC)C.[CH3:8][O:9][C:10]([C:12]1[C:21]([OH:22])=[C:20]2[C:15]([CH:16]=[CH:17][CH:18]=[N:19]2)=[C:14]([Br:23])[N:13]=1)=[O:11].[C:24]1([CH3:34])[CH:29]=[CH:28][C:27]([S:30](Cl)(=[O:32])=[O:31])=[CH:26][CH:25]=1, predict the reaction product. The product is: [CH3:8][O:9][C:10]([C:12]1[C:21]([O:22][S:30]([C:27]2[CH:28]=[CH:29][C:24]([CH3:34])=[CH:25][CH:26]=2)(=[O:32])=[O:31])=[C:20]2[C:15]([CH:16]=[CH:17][CH:18]=[N:19]2)=[C:14]([Br:23])[N:13]=1)=[O:11]. (2) Given the reactants O(C(C)(C)C)[Na].[NH2:7][C:8]1[CH:15]=[CH:14][C:11]([CH:12]=[CH2:13])=[CH:10][CH:9]=1.Br[C:17]1[CH:22]=[CH:21][CH:20]=[CH:19][CH:18]=1.C1(N(C=[CH:37][C:38]2[CH:43]=[CH:42][CH:41]=[CH:40][CH:39]=2)C2C=CC=CC=2)C=CC=CC=1.Br[C:45]1[CH:50]=[CH:49][C:48](C)=[CH:47][CH:46]=1, predict the reaction product. The product is: [C:17]1([N:7]([C:45]2[CH:50]=[CH:49][CH:48]=[CH:47][CH:46]=2)[C:8]2[CH:15]=[CH:14][C:11]([CH:12]=[CH:13][C:41]3[CH:40]=[CH:39][C:38]([CH3:37])=[CH:43][CH:42]=3)=[CH:10][CH:9]=2)[CH:22]=[CH:21][CH:20]=[CH:19][CH:18]=1. (3) Given the reactants [O-][Mn](=O)(=O)=O.[K+].[N+:7]([O-:22])([O:9][CH2:10][CH2:11][CH2:12][O:13][C:14]1[CH:19]=[CH:18][C:17]([CH:20]=[O:21])=[CH:16][CH:15]=1)=[O:8].CC[O:25]C(C)=O.C(O)(=O)C(O)=O, predict the reaction product. The product is: [N+:7]([O:9][CH2:10][CH2:11][CH2:12][O:13][C:14]1[CH:19]=[CH:18][C:17]([C:20]([OH:25])=[O:21])=[CH:16][CH:15]=1)([O-:22])=[O:8]. (4) Given the reactants CS([O:5][CH2:6][CH2:7][N:8]1[C:13]2[CH:14]=[CH:15][CH:16]=[CH:17][C:12]=2[O:11][CH2:10][CH2:9]1)(=O)=O.C(=O)([O-])[O-].[K+].[K+].[CH2:24]([O:28][CH:29]([CH2:35][C:36]1[CH:41]=[CH:40][C:39](O)=[CH:38][CH:37]=1)[C:30]([O:32][CH2:33][CH3:34])=[O:31])[CH2:25][CH2:26][CH3:27], predict the reaction product. The product is: [O:11]1[C:12]2[CH:17]=[CH:16][CH:15]=[CH:14][C:13]=2[N:8]([CH2:7][CH2:6][O:5][C:39]2[CH:38]=[CH:37][C:36]([CH2:35][CH:29]([O:28][CH2:24][CH2:25][CH2:26][CH3:27])[C:30]([O:32][CH2:33][CH3:34])=[O:31])=[CH:41][CH:40]=2)[CH2:9][CH2:10]1. (5) Given the reactants [C:1]1([NH:7][C:8]([CH:10]([CH2:14][CH2:15][CH2:16][CH3:17])[C:11]([OH:13])=O)=[O:9])[CH:6]=[CH:5][CH:4]=[CH:3][CH:2]=1.C1CN([P+](O[N:35]2N=[N:42][C:37]3C=CC=C[C:36]2=3)(N2CCCC2)N2CCCC2)CC1.F[P-](F)(F)(F)(F)F.S(=O)(=O)(O)O.NCC#N.C(N(CC)CC)C, predict the reaction product. The product is: [CH2:14]([CH:10]([C:8]([NH:7][C:1]1[CH:2]=[CH:3][CH:4]=[CH:5][CH:6]=1)=[O:9])[C:11]([NH:42][CH2:37][C:36]#[N:35])=[O:13])[CH2:15][CH2:16][CH3:17]. (6) Given the reactants Cl[CH2:2][C:3]1[S:4][C:5]2[C:10]([N:11]=1)=[CH:9][CH:8]=[CH:7][N:6]=2.[S:12]1[CH:16]=[CH:15][N:14]=[C:13]1[N:17]1[CH2:22][CH2:21][NH:20][CH2:19][CH2:18]1.CC(=O)OCC, predict the reaction product. The product is: [S:12]1[CH:16]=[CH:15][N:14]=[C:13]1[N:17]1[CH2:18][CH2:19][N:20]([CH2:2][C:3]2[S:4][C:5]3[C:10]([N:11]=2)=[CH:9][CH:8]=[CH:7][N:6]=3)[CH2:21][CH2:22]1. (7) Given the reactants Br[C:2]1[CH:3]=[C:4]([N:13]([C@H:16]2[CH2:21][CH2:20][C@H:19]([N:22]([CH3:24])[CH3:23])[CH2:18][CH2:17]2)[CH2:14][CH3:15])[C:5]([CH3:12])=[C:6]([CH:11]=1)[C:7]([O:9][CH3:10])=[O:8].[CH3:25][C:26]1[CH:31]=[CH:30][C:29](B2OC(C)(C)C(C)(C)O2)=[CH:28][N:27]=1.C([O-])([O-])=O.[Na+].[Na+], predict the reaction product. The product is: [CH3:23][N:22]([CH3:24])[C@H:19]1[CH2:20][CH2:21][C@H:16]([N:13]([CH2:14][CH3:15])[C:4]2[C:5]([CH3:12])=[C:6]([CH:11]=[C:2]([C:29]3[CH:28]=[N:27][C:26]([CH3:25])=[CH:31][CH:30]=3)[CH:3]=2)[C:7]([O:9][CH3:10])=[O:8])[CH2:17][CH2:18]1. (8) Given the reactants [CH2:1]([NH:8][CH2:9][CH2:10][C@H:11]1CO1)[C:2]1[CH:7]=[CH:6][CH:5]=[CH:4][CH:3]=1.[N:14]([C:17]1[CH:22]=[CH:21][C:20]([N:23]2[CH2:28][CH2:27][O:26][CH2:25][C:24]2=[O:29])=[CH:19][CH:18]=1)=[C:15]=[O:16].[Br-].[Li+].CC(=[O:36])CC, predict the reaction product. The product is: [O:16]=[C:15]1[N:14]([C:17]2[CH:22]=[CH:21][C:20]([N:23]3[CH2:28][CH2:27][O:26][CH2:25][C:24]3=[O:29])=[CH:19][CH:18]=2)[CH2:11][C@H:10]([CH2:9][NH:8][CH2:1][C:2]2[CH:3]=[CH:4][CH:5]=[CH:6][CH:7]=2)[O:36]1. (9) The product is: [Si:7]([O:6][CH2:5][C:4]1[CH:3]=[C:2]([CH2:22][C:21](=[O:20])[CH3:23])[CH:16]=[CH:15][CH:14]=1)([C:10]([CH3:13])([CH3:12])[CH3:11])([CH3:9])[CH3:8]. Given the reactants Br[C:2]1[CH:3]=[C:4]([CH:14]=[CH:15][CH:16]=1)[CH2:5][O:6][Si:7]([C:10]([CH3:13])([CH3:12])[CH3:11])([CH3:9])[CH3:8].C([O:20][C:21]([CH3:23])=[CH2:22])(=O)C.C[O-].C([Sn+](CCCC)CCCC)CCC.C1(C)C=CC=CC=1P(C1C=CC=CC=1C)C1C=CC=CC=1C, predict the reaction product.